Regression. Given a peptide amino acid sequence and an MHC pseudo amino acid sequence, predict their binding affinity value. This is MHC class I binding data. From a dataset of Peptide-MHC class I binding affinity with 185,985 pairs from IEDB/IMGT. (1) The peptide sequence is AFHHVAREL. The MHC is HLA-B15:01 with pseudo-sequence HLA-B15:01. The binding affinity (normalized) is 0.107. (2) The peptide sequence is LKSNADWFF. The MHC is HLA-B15:03 with pseudo-sequence HLA-B15:03. The binding affinity (normalized) is 0.785. (3) The peptide sequence is RMILPMSRAFR. The MHC is HLA-A24:02 with pseudo-sequence HLA-A24:02. The binding affinity (normalized) is 0.332.